From a dataset of Experimentally validated miRNA-target interactions with 360,000+ pairs, plus equal number of negative samples. Binary Classification. Given a miRNA mature sequence and a target amino acid sequence, predict their likelihood of interaction. (1) The miRNA is hsa-miR-20a-3p with sequence ACUGCAUUAUGAGCACUUAAAG. The protein sequence of the target gene is MTQGKKKKRAANRSIMLAKKIIIKDGGTPQGIGSPSVYHAVIVIFLEFFAWGLLTAPTLVVLHETFPKHTFLMNGLIQGVKGLLSFLSAPLIGALSDVWGRKSFLLLTVFFTCAPIPLMKISPWWYFAVISVSGVFAVTFSVVFAYVADITQEHERSMAYGLVSATFAASLVTSPAIGAYLGRVYGDSLVVVLATAIALLDICFILVAVPESLPEKMRPASWGAPISWEQADPFASLKKVGQDSIVLLICITVFLSYLPEAGQYSSFFLYLRQIMKFSPESVAAFIAVLGILSIIAQTIV.... Result: 1 (interaction). (2) The miRNA is mmu-miR-363-5p with sequence CAGGUGGAACACGAUGCAAUUU. The protein sequence of the target gene is MVFLTAQLWLRNRVTDRYFRIQEVLKHARHFRGRKNRCYRLAVRTVIRAFVKCTKARYLKKKNMRTLWINRITAASQEHGLKYPALIGNLVKCQVELNRKVLADLAIYEPKTFKSLAALASRRRHEGFAAALGDGKEPEGIFSRVVQYH. Result: 0 (no interaction). (3) The miRNA is hsa-miR-421 with sequence AUCAACAGACAUUAAUUGGGCGC. The protein sequence of the target gene is MSWMFLRDLLSGVNKYSTGTGWIWLAVVFVFRLLVYMVAAEHVWKDEQKEFECNSRQPGCKNVCFDDFFPISQVRLWALQLIMVSTPSLLVVLHVAYHEGREKRHRKKLYVSPGTMDGGLWYAYLISLIVKTGFEIGFLVLFYKLYDGFSVPYLIKCDLKPCPNTVDCFISKPTEKTIFILFLVITSCLCIVLNFIELSFLVLKCFIKCCLQKYLKKPQVLSV. Result: 1 (interaction). (4) The miRNA is rno-miR-351-3p with sequence GGUCAAGAGGCGCCUGGGAAC. The protein sequence of the target gene is MAAEEEEVDSADTGERSGWLTGWLPTWCPTSISHLKEAEEKMLKCVPCTYKKEPVRISNGNKIWTLKFSHNISNKTPLVLLHGFGGGLGLWALNFGDLCTNRPVYAFDLLGFGRSSRPRFDSDAEEVENQFVESIEEWRCALGLDKMILLGHNLGGFLAAAYSLKYPSRVNHLILVEPWGFPERPDLADQDRPIPVWIRALGAALTPFNPLAGLRIAGPFGLSLVQRLRPDFKRKYSSMFEDDTVTEYIYHCNVQTPSGETAFKNMTIPYGWAKRPMLQRIGKMHPDIPVSVIFGARSCI.... Result: 0 (no interaction). (5) The miRNA is hsa-miR-4761-3p with sequence GAGGGCAUGCGCACUUUGUCC. The protein sequence of the target gene is MVHHSGSIQSFKQQKGMNISKSEITKETSLKPSRRSLPCLAQSYAYSKSLSQSTSLFQSTESESQAPTSITLISTDKAEQVNTEENKNDSVLRCSFADLSDFCLALGKDKDYTDESEHATYDRSRLINDFVIKDKSEFKTKLSKNDMNYIASSGPLFKDGKKRIDYILVYRKTNIQYDKRNTFEKNLRAEGLMLEKEPAIASPDIMFIKIHIPWDTLCKYAERLNIRMPFRKKCYYTDGRSKSMGRMQTYFRRIKNWMAQNPMVLDKSAFPDLEESDCYTGPFSRARIHHFIINNKDTFF.... Result: 0 (no interaction). (6) The miRNA is ath-miR398a-3p with sequence UGUGUUCUCAGGUCACCCCUU. The protein sequence of the target gene is MIEPSEDSFETMMELKNPSSKQMESSEGSSNTVEETPGSSGAQAGAQAGAQAEAQAETQVEAQAEAQAEAQVEAQVEAQAGSDSGPAQEEKEPPSGPLKEMQELPTNLLQEVEEPSSGPHQEMQELPTDLLQEVEEPSSGPHQEMQELPTDLLREVEEPSSGPYQEMQELPTDLLREVEEPSSGPYQEMQELPTDLLREVEEPSSGPYQEMQELPTDLLREVEEPSSGPYQEMQELPTDLLREVEEPSSDPCEASSNDLPQDMEESSDDGSNQESSDGSNHELSNGSNHESSFGSNPESS.... Result: 0 (no interaction). (7) The miRNA is mmu-miR-210-5p with sequence AGCCACUGCCCACCGCACACUG. The protein sequence of the target gene is MSHLVEPPPPLHNNNNNCEEGEQPLPPPAGLNSSWVELPMNSSNGNENGNGKNGGLEHVPSSSSIHNGDMEKILLDAQHESGQSSSRGSSHCDSPSPQEDGQIMFDVEMHTSRDHSSQSEEEVVEGEKEVEALKKSADWVSDWSSRPENIPPKEFHFRHPKRAASLSMRKSGAMKKGGIFSAEFLKVFIPSLFLSHVLALGLGIYIGKRLSTPSASTY. Result: 0 (no interaction).